From a dataset of Full USPTO retrosynthesis dataset with 1.9M reactions from patents (1976-2016). Predict the reactants needed to synthesize the given product. (1) Given the product [CH3:11][C:9]([C:2]1[C:3]([CH3:8])=[CH:4][C:5]([CH3:7])=[CH:6][C:1]=1[CH3:13])=[CH2:10], predict the reactants needed to synthesize it. The reactants are: [C:1]1([CH3:13])[CH:6]=[C:5]([CH3:7])[CH:4]=[C:3]([CH3:8])[C:2]=1[C:9](O)([CH3:11])[CH3:10]. (2) Given the product [CH3:30][C:31]1([CH3:38])[O:35][C@@H:34]([CH2:36][N:4]2[CH2:5][CH:6]([C:8]3[CH:29]=[CH:28][C:11]4[C:12]5[N:13]=[C:14]([C:20]6[N:21]([CH:25]([CH3:27])[CH3:26])[N:22]=[CH:23][N:24]=6)[S:15][C:16]=5[CH2:17][CH2:18][O:19][C:10]=4[CH:9]=3)[CH2:7]2)[CH2:33][O:32]1, predict the reactants needed to synthesize it. The reactants are: C([N:4]1[CH2:7][CH:6]([C:8]2[CH:29]=[CH:28][C:11]3[C:12]4[N:13]=[C:14]([C:20]5[N:21]([CH:25]([CH3:27])[CH3:26])[N:22]=[CH:23][N:24]=5)[S:15][C:16]=4[CH2:17][CH2:18][O:19][C:10]=3[CH:9]=2)[CH2:5]1)(C)C.[CH3:30][C:31]1([CH3:38])[O:35][C@@H:34]([CH:36]=O)[CH2:33][O:32]1.C(N(C(C)C)CC)(C)C. (3) Given the product [S:1]([NH:17][CH2:18][CH2:19][CH2:20][CH2:21][C@@H:22]([C:24]([OH:26])=[O:25])[NH:23][C:33](=[O:32])[C:34]1[CH:41]=[CH:40][CH:39]=[C:38]([CH:37]=[O:36])[CH:43]=1)([C:4]1[C:16]2[CH:15]=[CH:14][CH:13]=[C:9]([N:10]([CH3:12])[CH3:11])[C:8]=2[CH:7]=[CH:6][CH:5]=1)(=[O:2])=[O:3], predict the reactants needed to synthesize it. The reactants are: [S:1]([NH:17][CH2:18][CH2:19][CH2:20][CH2:21][C@@H:22]([C:24]([OH:26])=[O:25])[NH2:23])([C:4]1[C:16]2[CH:15]=[CH:14][CH:13]=[C:9]([N:10]([CH3:12])[CH3:11])[C:8]=2[CH:7]=[CH:6][CH:5]=1)(=[O:3])=[O:2].C(N1[CH2:34][CH2:33][O:32]CC1)C.C[O:36][CH:37](OC)[C:38]1[CH:43]=C[C:41](C(O)=O)=[CH:40][CH:39]=1.S(N[C@H](C(O)=O)CCCCN)(C1C2C=CC=C(N(C)C)C=2C=CC=1)(=O)=O. (4) Given the product [CH2:1]([N:8]([CH2:38][C:39]1[CH:44]=[CH:43][CH:42]=[CH:41][CH:40]=1)[CH:9]1[CH2:13][CH:12]([C:14]2[N:18]3[C:19]4[CH:25]=[CH:24][N:23]([S:26]([C:29]5[CH:35]=[CH:34][C:32]([CH3:33])=[CH:31][CH:30]=5)(=[O:28])=[O:27])[C:20]=4[N:21]=[CH:22][C:17]3=[N:16][CH:15]=2)[CH:11]([CH3:37])[CH2:10]1)[C:2]1[CH:7]=[CH:6][CH:5]=[CH:4][CH:3]=1, predict the reactants needed to synthesize it. The reactants are: [CH2:1]([N:8]([CH2:38][C:39]1[CH:44]=[CH:43][CH:42]=[CH:41][CH:40]=1)[CH:9]1[CH2:13][CH:12]([C:14](=O)[CH2:15][NH:16][C:17]2[N:18]=[C:19]3[CH:25]=[CH:24][N:23]([S:26]([C:29]4[CH:35]=[CH:34][C:32]([CH3:33])=[CH:31][CH:30]=4)(=[O:28])=[O:27])[C:20]3=[N:21][CH:22]=2)[CH:11]([CH3:37])[CH2:10]1)[C:2]1[CH:7]=[CH:6][CH:5]=[CH:4][CH:3]=1.COC1C=CC(P2(SP(C3C=CC(OC)=CC=3)(=S)S2)=S)=CC=1. (5) Given the product [C:1]([O:5][C:6]([N:8]1[C:16]2[C:11](=[CH:12][CH:13]=[CH:14][CH:15]=2)[C:10]([CH2:17][C:18]([N:43]([C:64]([O:63][C:60]([CH3:62])([CH3:61])[CH3:59])=[O:65])[CH2:44][C:45]([C:47]2[C:57]3=[C:58]4[C:53](=[CH:54][CH:55]=[CH:56]3)[CH2:52][CH2:51][CH2:50][N:49]4[CH:48]=2)=[O:46])=[O:20])=[CH:9]1)=[O:7])([CH3:2])([CH3:4])[CH3:3], predict the reactants needed to synthesize it. The reactants are: [C:1]([O:5][C:6]([N:8]1[C:16]2[C:11](=[CH:12][CH:13]=[CH:14][CH:15]=2)[C:10]([CH2:17][C:18]([OH:20])=O)=[CH:9]1)=[O:7])([CH3:4])([CH3:3])[CH3:2].C1N=CN(C(N2C=NC=C2)=O)C=1.CCN(C(C)C)C(C)C.Cl.[NH2:43][CH2:44][C:45]([C:47]1[C:57]2=[C:58]3[C:53](=[CH:54][CH:55]=[CH:56]2)[CH2:52][CH2:51][CH2:50][N:49]3[CH:48]=1)=[O:46].[CH3:59][C:60]([O:63][C:64](O[C:64]([O:63][C:60]([CH3:62])([CH3:61])[CH3:59])=[O:65])=[O:65])([CH3:62])[CH3:61]. (6) Given the product [CH3:26][C:27]1[C:32]([C:2]2[N:11]=[C:10]([NH:12][CH2:13][C@H:14]([C:20]3[CH:25]=[CH:24][CH:23]=[CH:22][CH:21]=3)[N:15]3[CH:19]=[CH:18][CH:17]=[CH:16]3)[C:9]3[C:4](=[CH:5][CH:6]=[CH:7][CH:8]=3)[N:3]=2)=[CH:31][N:30]2[CH:36]=[CH:37][N:38]=[C:29]2[CH:28]=1, predict the reactants needed to synthesize it. The reactants are: Cl[C:2]1[N:11]=[C:10]([NH:12][CH2:13][C@H:14]([C:20]2[CH:25]=[CH:24][CH:23]=[CH:22][CH:21]=2)[N:15]2[CH:19]=[CH:18][CH:17]=[CH:16]2)[C:9]2[C:4](=[CH:5][CH:6]=[CH:7][CH:8]=2)[N:3]=1.[CH3:26][C:27]1[C:32](B(O)O)=[CH:31][N:30]2[CH:36]=[CH:37][N:38]=[C:29]2[CH:28]=1.C(NC1C2C(=CC=CC=2)N=C(C2SC3C=CC=CC=3C=2)N=1)(C1C=CC=CC=1)C1C=CC=CC=1. (7) Given the product [Cl-:31].[Cl-:31].[CH:34]1([Ti+2:39])[CH:38]=[CH:37][CH:36]=[CH:35]1.[CH:1]([C:4]1[CH:9]=[CH:8][CH:7]=[C:6]([CH:10]([CH3:12])[CH3:11])[C:5]=1[N:13]1[CH2:17][C:16](=[NH:18])[N:15]([C:19]2[C:20]([CH:28]([CH3:30])[CH3:29])=[CH:21][CH:22]=[CH:23][C:24]=2[CH:25]([CH3:27])[CH3:26])[CH2:14]1)([CH3:3])[CH3:2], predict the reactants needed to synthesize it. The reactants are: [CH:1]([C:4]1[CH:9]=[CH:8][CH:7]=[C:6]([CH:10]([CH3:12])[CH3:11])[C:5]=1[N:13]1[CH2:17][C:16](=[NH:18])[N:15]([C:19]2[C:24]([CH:25]([CH3:27])[CH3:26])=[CH:23][CH:22]=[CH:21][C:20]=2[CH:28]([CH3:30])[CH3:29])[CH2:14]1)([CH3:3])[CH3:2].[Cl-:31].[Cl-].[Cl-].[CH:34]1([Ti+3:39])[CH:38]=[CH:37][CH:36]=[CH:35]1.C(N(CC)CC)C.